This data is from Full USPTO retrosynthesis dataset with 1.9M reactions from patents (1976-2016). The task is: Predict the reactants needed to synthesize the given product. (1) Given the product [CH3:1][S:2]([OH:5])(=[O:4])=[O:3].[Cl:40][C:37]1[CH:38]=[CH:39][C:34]([NH:33][C:31]([C:30]2[S:29][C:28]([CH3:41])=[N:27][C:26]=2[C:24]([NH:23][C:20]2[CH:19]=[CH:18][C:17]([N:16]3[CH2:15][CH2:14][O:13][C:42]3=[NH:43])=[CH:22][CH:21]=2)=[O:25])=[O:32])=[N:35][CH:36]=1, predict the reactants needed to synthesize it. The reactants are: [CH3:1][S:2]([OH:5])(=[O:4])=[O:3].[Si]([O:13][CH2:14][CH2:15][N:16]([C:42]#[N:43])[C:17]1[CH:22]=[CH:21][C:20]([NH:23][C:24]([C:26]2[N:27]=[C:28]([CH3:41])[S:29][C:30]=2[C:31]([NH:33][C:34]2[CH:39]=[CH:38][C:37]([Cl:40])=[CH:36][N:35]=2)=[O:32])=[O:25])=[CH:19][CH:18]=1)(C(C)(C)C)(C)C. (2) The reactants are: [F:1][C:2]([F:18])([F:17])[C:3]1[CH:8]=[CH:7][C:6]([C:9]2([CH:15]=O)[CH2:14][CH2:13][CH2:12][CH2:11][CH2:10]2)=[CH:5][CH:4]=1.[CH3:19][NH2:20].C(O[BH-](OC(=O)C)OC(=O)C)(=O)C.[Na+]. Given the product [CH3:19][NH:20][CH2:15][C:9]1([C:6]2[CH:7]=[CH:8][C:3]([C:2]([F:18])([F:17])[F:1])=[CH:4][CH:5]=2)[CH2:14][CH2:13][CH2:12][CH2:11][CH2:10]1, predict the reactants needed to synthesize it. (3) Given the product [CH:26]1([CH2:31][C:32]([NH:19][C:5]2[C:6]([CH:16]([CH3:18])[CH3:17])=[CH:7][C:8]([N:10]3[CH2:11][CH2:12][O:13][CH2:14][CH2:15]3)=[CH:9][C:4]=2[CH:1]([CH3:3])[CH3:2])=[O:33])[CH2:30][CH2:29][CH2:28][CH2:27]1, predict the reactants needed to synthesize it. The reactants are: [CH:1]([C:4]1[CH:9]=[C:8]([N:10]2[CH2:15][CH2:14][O:13][CH2:12][CH2:11]2)[CH:7]=[C:6]([CH:16]([CH3:18])[CH3:17])[C:5]=1[NH2:19])([CH3:3])[CH3:2].N1C=CC=CC=1.[CH:26]1([CH2:31][C:32](Cl)=[O:33])[CH2:30][CH2:29][CH2:28][CH2:27]1. (4) Given the product [F:1][C:2]([F:7])([F:6])[C:3]([OH:5])=[O:4].[CH2:39]([S:36]([N:33]1[CH2:34][CH2:35][CH:30]([C:21]2[C:20]3[C:24](=[C:25]([C:27]([NH2:29])=[O:28])[CH:26]=[C:18]([C:15]4[CH:14]=[C:13]([CH2:12][N:10]([CH2:8][C:9]5[O:4][CH:3]=[CH:43][CH:44]=5)[CH3:11])[S:17][CH:16]=4)[CH:19]=3)[NH:23][CH:22]=2)[CH2:31][CH2:32]1)(=[O:37])=[O:38])[CH3:40], predict the reactants needed to synthesize it. The reactants are: [F:1][C:2]([F:7])([F:6])[C:3]([OH:5])=[O:4].[CH2:8]([N:10]([CH2:12][C:13]1[S:17][CH:16]=[C:15]([C:18]2[CH:19]=[C:20]3[C:24](=[C:25]([C:27]([NH2:29])=[O:28])[CH:26]=2)[NH:23][CH:22]=[C:21]3[CH:30]2[CH2:35][CH2:34][N:33]([S:36]([CH2:39][CH3:40])(=[O:38])=[O:37])[CH2:32][CH2:31]2)[CH:14]=1)[CH3:11])[CH3:9].CN[CH2:43][CH3:44]. (5) Given the product [NH2:11][C@H:7]([C:8]([OH:10])=[O:9])[CH2:6][CH2:5][C:3]([NH:21][CH2:19][CH3:20])=[O:4], predict the reactants needed to synthesize it. The reactants are: CO[C:3]([CH2:5][CH2:6][C@H:7]([NH2:11])[C:8]([OH:10])=[O:9])=[O:4].C(CC(=O)C)(=O)C.[CH2:19]([N:21](CC)CC)[CH3:20].C(N)C.C(O)=O. (6) Given the product [C:1]([C:5]1[N:10]=[C:9]([NH:11][C:12]2[CH:17]=[C:16]([Cl:18])[N:15]=[N:14][C:13]=2[C:19]([NH2:24])=[O:21])[CH:8]=[CH:7][CH:6]=1)([CH3:2])([CH3:3])[CH3:4], predict the reactants needed to synthesize it. The reactants are: [C:1]([C:5]1[N:10]=[C:9]([NH:11][C:12]2[CH:17]=[C:16]([Cl:18])[N:15]=[N:14][C:13]=2[C:19]([O:21]CC)=O)[CH:8]=[CH:7][CH:6]=1)([CH3:4])([CH3:3])[CH3:2].[NH3:24]. (7) Given the product [F:38][C:34]1[C:33]([CH3:39])=[C:32]([CH:37]=[CH:36][CH:35]=1)[CH2:31][C:17]1[C:18]([C:25]2[CH:30]=[CH:29][CH:28]=[CH:27][CH:26]=2)=[C:19]2[N:24]([C:16]=1[C:14]([N:11]1[CH2:12][CH2:13][NH:8][C@@H:9]([CH2:40][C:41]([NH:42][CH2:43][CH:44]3[CH2:45][CH2:46][O:47][CH2:48][CH2:49]3)=[O:50])[CH2:10]1)=[O:15])[CH:23]=[CH:22][CH:21]=[CH:20]2, predict the reactants needed to synthesize it. The reactants are: C(OC([N:8]1[CH2:13][CH2:12][N:11]([C:14]([C:16]2[N:24]3[C:19]([CH:20]=[CH:21][CH:22]=[CH:23]3)=[C:18]([C:25]3[CH:30]=[CH:29][CH:28]=[CH:27][CH:26]=3)[C:17]=2[CH2:31][C:32]2[CH:37]=[CH:36][CH:35]=[C:34]([F:38])[C:33]=2[CH3:39])=[O:15])[CH2:10][C@@H:9]1[CH2:40][C:41](=[O:50])[NH:42][CH2:43][CH:44]1[CH2:49][CH2:48][O:47][CH2:46][CH2:45]1)=O)(C)(C)C.Cl.O1CCOCC1.